From a dataset of Forward reaction prediction with 1.9M reactions from USPTO patents (1976-2016). Predict the product of the given reaction. (1) Given the reactants Br[C:2]1[CH:3]=[C:4]2[C:9](=[CH:10][CH:11]=1)[CH:8]=[C:7]([C:12]#[N:13])[CH:6]=[CH:5]2.[B:14]1([B:14]2[O:18][C:17]([CH3:20])([CH3:19])[C:16]([CH3:22])([CH3:21])[O:15]2)[O:18][C:17]([CH3:20])([CH3:19])[C:16]([CH3:22])([CH3:21])[O:15]1.C([O-])(=O)C.[K+].C(Cl)Cl, predict the reaction product. The product is: [CH3:21][C:16]1([CH3:22])[C:17]([CH3:20])([CH3:19])[O:18][B:14]([C:2]2[CH:3]=[C:4]3[C:9](=[CH:10][CH:11]=2)[CH:8]=[C:7]([C:12]#[N:13])[CH:6]=[CH:5]3)[O:15]1. (2) The product is: [Br:1][C:2]1[N:3]=[C:4]([OH:22])[C:5]([NH:8][S:9]([C:12]2[CH:13]=[C:14]([CH:19]=[CH:20][CH:21]=2)[C:15]([OH:17])=[O:16])(=[O:11])=[O:10])=[N:6][CH:7]=1. Given the reactants [Br:1][C:2]1[N:3]=[C:4]([O:22]C)[C:5]([NH:8][S:9]([C:12]2[CH:13]=[C:14]([CH:19]=[CH:20][CH:21]=2)[C:15]([O:17]C)=[O:16])(=[O:11])=[O:10])=[N:6][CH:7]=1.B(Br)(Br)Br, predict the reaction product. (3) Given the reactants [C:1]([C:3]1[CH:4]=[C:5]2[C:9](=[CH:10][CH:11]=1)[NH:8][C:7](=[O:12])[C:6]2([C:14]1[CH:19]=[CH:18][CH:17]=[CH:16][C:15]=1[O:20][CH2:21][CH3:22])O)#[N:2].[N:23]1C=CC=CC=1.O=S(Cl)Cl, predict the reaction product. The product is: [NH2:23][C:6]1([C:14]2[CH:19]=[CH:18][CH:17]=[CH:16][C:15]=2[O:20][CH2:21][CH3:22])[C:5]2[C:9](=[CH:10][CH:11]=[C:3]([C:1]#[N:2])[CH:4]=2)[NH:8][C:7]1=[O:12]. (4) Given the reactants [Cl:1][C:2]1[CH:3]=[C:4]2[C:9](=[C:10]([S:12](O)(=[O:14])=[O:13])[CH:11]=1)[O:8][CH2:7][CH:6]([NH:16][C:17](=[O:22])[C:18]([F:21])([F:20])[F:19])[CH2:5]2.S(Cl)([Cl:25])=O, predict the reaction product. The product is: [Cl:1][C:2]1[CH:3]=[C:4]2[C:9](=[C:10]([S:12]([Cl:25])(=[O:14])=[O:13])[CH:11]=1)[O:8][CH2:7][C@H:6]([NH:16][C:17](=[O:22])[C:18]([F:21])([F:20])[F:19])[CH2:5]2. (5) Given the reactants [N:1]1[CH:2]=[CH:3][N:4]2[C:9]=1[CH:8]=[CH:7][C:6]([O:10][C:11]1[CH:12]=[C:13]([CH:18]=[CH:19][CH:20]=1)[C:14]([O:16]C)=[O:15])=[N:5]2.[OH-].[Na+].Cl, predict the reaction product. The product is: [N:1]1[CH:2]=[CH:3][N:4]2[C:9]=1[CH:8]=[CH:7][C:6]([O:10][C:11]1[CH:12]=[C:13]([CH:18]=[CH:19][CH:20]=1)[C:14]([OH:16])=[O:15])=[N:5]2. (6) Given the reactants [F:1][C:2]1[CH:3]=[C:4]([CH:15]=[CH:16][CH:17]=1)[CH2:5][C:6]1[CH:14]=[CH:13][C:9]([C:10]([OH:12])=O)=[CH:8][CH:7]=1.Cl.[NH2:19][CH2:20][CH2:21][C:22]1[C:30]2[C:25](=[CH:26][CH:27]=[C:28]([OH:31])[CH:29]=2)[NH:24][CH:23]=1.CN(C(ON1N=NC2C=CC=NC1=2)=[N+](C)C)C.F[P-](F)(F)(F)(F)F.C(N(CC)C(C)C)(C)C, predict the reaction product. The product is: [F:1][C:2]1[CH:3]=[C:4]([CH:15]=[CH:16][CH:17]=1)[CH2:5][C:6]1[CH:7]=[CH:8][C:9]([C:10]([NH:19][CH2:20][CH2:21][C:22]2[C:30]3[C:25](=[CH:26][CH:27]=[C:28]([OH:31])[CH:29]=3)[NH:24][CH:23]=2)=[O:12])=[CH:13][CH:14]=1.